Dataset: Forward reaction prediction with 1.9M reactions from USPTO patents (1976-2016). Task: Predict the product of the given reaction. Given the reactants [Br:1][CH2:2][C:3]([C:5]1[CH:10]=[C:9]([N:11]2[CH2:16][CH2:15][O:14][CH2:13][CH2:12]2)[C:8]([O:17][CH3:18])=[C:7]([C:19]([CH3:22])([CH3:21])[CH3:20])[CH:6]=1)=[O:4].[CH2:23]([O:25][C:26]1[CH:27]=[C:28]2[C:32](=[C:33]([F:38])[C:34]=1[O:35][CH2:36][CH3:37])[C:31]([NH2:39])=[N:30][CH2:29]2)[CH3:24], predict the reaction product. The product is: [BrH:1].[C:19]([C:7]1[CH:6]=[C:5]([C:3](=[O:4])[CH2:2][N:30]2[CH2:29][C:28]3[C:32](=[C:33]([F:38])[C:34]([O:35][CH2:36][CH3:37])=[C:26]([O:25][CH2:23][CH3:24])[CH:27]=3)[C:31]2=[NH:39])[CH:10]=[C:9]([N:11]2[CH2:16][CH2:15][O:14][CH2:13][CH2:12]2)[C:8]=1[O:17][CH3:18])([CH3:22])([CH3:21])[CH3:20].